Dataset: Forward reaction prediction with 1.9M reactions from USPTO patents (1976-2016). Task: Predict the product of the given reaction. Given the reactants [Cl:1][C:2]1[CH:3]=[CH:4][C:5]2[S:9][C:8]([CH2:10][O:11][C:12]3[C:13]([F:23])=[C:14]([C:19](=[N:21][OH:22])[NH2:20])[C:15]([F:18])=[CH:16][CH:17]=3)=[N:7][C:6]=2[CH:24]=1.[OH-].[Na+].[CH3:27]OS(OC)(=O)=O.O, predict the reaction product. The product is: [Cl:1][C:2]1[CH:3]=[CH:4][C:5]2[S:9][C:8]([CH2:10][O:11][C:12]3[C:13]([F:23])=[C:14]([C:19](=[N:21][O:22][CH3:27])[NH2:20])[C:15]([F:18])=[CH:16][CH:17]=3)=[N:7][C:6]=2[CH:24]=1.